This data is from Aqueous solubility values for 9,982 compounds from the AqSolDB database. The task is: Regression/Classification. Given a drug SMILES string, predict its absorption, distribution, metabolism, or excretion properties. Task type varies by dataset: regression for continuous measurements (e.g., permeability, clearance, half-life) or binary classification for categorical outcomes (e.g., BBB penetration, CYP inhibition). For this dataset (solubility_aqsoldb), we predict Y. The compound is CCCCc1nc(C=O)c(Cl)[nH]1. The Y is -2.20 log mol/L.